From a dataset of Reaction yield outcomes from USPTO patents with 853,638 reactions. Predict the reaction yield, written as a fraction of the theoretical maximum amount of product (1.0 means a 100% yield; for example, 0.34 means a 34% yield). (1) The reactants are Cl[CH:2]([O:6][C:7]([NH:9][CH2:10][C:11]1([CH2:17][C:18]([OH:20])=[O:19])[CH2:16][CH2:15][CH2:14][CH2:13][CH2:12]1)=[O:8])[CH:3]([CH3:5])[CH3:4].N12CCCN=C1CCCCC2.[C:32]([OH:40])(=[O:39])[C:33]1[CH:38]=[CH:37][CH:36]=[N:35][CH:34]=1. The catalyst is CC(C)=O. The product is [C:32]([O:40][CH:2]([O:6][C:7]([NH:9][CH2:10][C:11]1([CH2:17][C:18]([OH:20])=[O:19])[CH2:16][CH2:15][CH2:14][CH2:13][CH2:12]1)=[O:8])[CH:3]([CH3:5])[CH3:4])(=[O:39])[C:33]1[CH:38]=[CH:37][CH:36]=[N:35][CH:34]=1. The yield is 0.140. (2) The reactants are [CH:1]([NH:4][C:5]1[C:14]2[C:9](=[CH:10][C:11]([C:15]3[CH:20]=[CH:19][C:18]([S:21]([CH3:24])(=[O:23])=[O:22])=[CH:17][CH:16]=3)=[CH:12][CH:13]=2)[N:8]=[N:7][C:6]=1[C:25]([NH2:27])=O)([CH3:3])[CH3:2].[NH2:28]N.COC(OC)[N:33]([CH3:35])C. No catalyst specified. The product is [CH:1]([NH:4][C:5]1[C:14]2[C:9](=[CH:10][C:11]([C:15]3[CH:20]=[CH:19][C:18]([S:21]([CH3:24])(=[O:23])=[O:22])=[CH:17][CH:16]=3)=[CH:12][CH:13]=2)[N:8]=[N:7][C:6]=1[C:25]1[N:27]=[CH:35][NH:33][N:28]=1)([CH3:3])[CH3:2]. The yield is 0.560. (3) The reactants are [Cl:1][C:2]1[CH:7]=[CH:6][C:5]([N:8]2[CH2:13][CH2:12][O:11][C:10]3[CH:14]=[C:15]([S:18]([O:21]C4C(F)=C(F)C(F)=C(F)C=4F)(=O)=[O:19])[CH:16]=[CH:17][C:9]2=3)=[C:4]([C:33]#[N:34])[CH:3]=1.[NH2:35][C:36]1[CH:41]=[CH:40][N:39]=[CH:38][N:37]=1.[Li+].C[Si]([N-][Si](C)(C)C)(C)C. The catalyst is C1COCC1. The product is [Cl:1][C:2]1[CH:7]=[CH:6][C:5]([N:8]2[CH2:13][CH2:12][O:11][C:10]3[CH:14]=[C:15]([S:18]([NH:35][C:36]4[CH:41]=[CH:40][N:39]=[CH:38][N:37]=4)(=[O:19])=[O:21])[CH:16]=[CH:17][C:9]2=3)=[C:4]([C:33]#[N:34])[CH:3]=1. The yield is 0.156. (4) The reactants are [CH:1]1([C:4]2[N:8]([C:9]3[N:17]=[C:16]4[C:12]([N:13]=[C:14]([C:19]([OH:21])=O)[N:15]4[CH3:18])=[C:11]([N:22]4[CH2:27][CH2:26][O:25][CH2:24][CH2:23]4)[N:10]=3)[C:7]3[CH:28]=[CH:29][CH:30]=[CH:31][C:6]=3[N:5]=2)[CH2:3][CH2:2]1.[I-].ClC1C=CC=C[N+]=1C.CCN(C(C)C)C(C)C.[NH:50]1[CH2:53][CH:52]([N:54]2[CH2:59][CH2:58][O:57][CH2:56][CH2:55]2)[CH2:51]1. The catalyst is CN(C=O)C. The product is [CH:1]1([C:4]2[N:8]([C:9]3[N:17]=[C:16]4[C:12]([N:13]=[C:14]([C:19]([N:50]5[CH2:53][CH:52]([N:54]6[CH2:59][CH2:58][O:57][CH2:56][CH2:55]6)[CH2:51]5)=[O:21])[N:15]4[CH3:18])=[C:11]([N:22]4[CH2:27][CH2:26][O:25][CH2:24][CH2:23]4)[N:10]=3)[C:7]3[CH:28]=[CH:29][CH:30]=[CH:31][C:6]=3[N:5]=2)[CH2:3][CH2:2]1. The yield is 0.450. (5) The reactants are C(OC(=O)[O:5][C:6]1[C:15]2[N:14]=[CH:13][CH:12]=[N:11][C:10]=2[C:9]([O:16][CH:17]([C:24]2[CH:29]=[CH:28][CH:27]=[CH:26][CH:25]=2)[C:18]2[CH:23]=[CH:22][CH:21]=[CH:20][CH:19]=2)=[C:8]2[C:30](=[O:42])[N:31]([CH2:34][C:35]3[CH:40]=[CH:39][C:38]([F:41])=[CH:37][CH:36]=3)[C:32](=[O:33])[C:7]=12)C.C([O-])([O-])=O.[K+].[K+]. The catalyst is C1COCC1.CN(C1C=CN=CC=1)C.O. The product is [CH:17]([O:16][C:9]1[C:10]2[N:11]=[CH:12][CH:13]=[N:14][C:15]=2[C:6]([OH:5])=[C:7]2[C:32](=[O:33])[N:31]([CH2:34][C:35]3[CH:36]=[CH:37][C:38]([F:41])=[CH:39][CH:40]=3)[C:30](=[O:42])[C:8]=12)([C:18]1[CH:19]=[CH:20][CH:21]=[CH:22][CH:23]=1)[C:24]1[CH:29]=[CH:28][CH:27]=[CH:26][CH:25]=1. The yield is 0.940. (6) The reactants are [CH2:1]([O:3][C:4]([C:6]1[CH:7]=[N:8][NH:9][C:10]=1[C:11]([F:14])([F:13])[F:12])=[O:5])[CH3:2].C(=O)([O-])[O-].[Cs+].[Cs+].I[CH:22]([CH3:24])[CH3:23]. The catalyst is CN(C=O)C. The product is [CH2:1]([O:3][C:4]([C:6]1[C:10]([C:11]([F:13])([F:14])[F:12])=[N:9][N:8]([CH:22]([CH3:24])[CH3:23])[CH:7]=1)=[O:5])[CH3:2]. The yield is 0.650. (7) The reactants are [CH2:1]([C:3]1[CH:4]([C:9]([O:11][CH2:12][CH3:13])=[O:10])[CH2:5][C:6](=[O:8])[CH:7]=1)[CH3:2]. The catalyst is [Pd].CCOC(C)=O. The product is [CH2:1]([CH:3]1[CH2:7][C:6](=[O:8])[CH2:5][CH:4]1[C:9]([O:11][CH2:12][CH3:13])=[O:10])[CH3:2]. The yield is 0.990. (8) The reactants are [NH2:1][CH2:2][C:3]1[C:4]([CH3:11])=[CH:5][C:6]([NH2:10])=[N:7][C:8]=1[CH3:9].[Cl:12][C:13]1[CH:14]=[N:15][C:16]2[C:21]([CH:22]=1)=[CH:20][C:19]([CH2:23][C:24]1[CH:25]=[C:26]([CH:30]=[CH:31][N:32]=1)[C:27](O)=[O:28])=[CH:18][C:17]=2[C:33]([O:35][CH3:36])=[O:34].CN(C(ON1N=NC2C=CC=NC1=2)=[N+](C)C)C.F[P-](F)(F)(F)(F)F.CCN(CC)CC. The catalyst is CN(C=O)C. The product is [NH2:10][C:6]1[N:7]=[C:8]([CH3:9])[C:3]([CH2:2][NH:1][C:27]([C:26]2[CH:30]=[CH:31][N:32]=[C:24]([CH2:23][C:19]3[CH:20]=[C:21]4[C:16](=[C:17]([C:33]([O:35][CH3:36])=[O:34])[CH:18]=3)[N:15]=[CH:14][C:13]([Cl:12])=[CH:22]4)[CH:25]=2)=[O:28])=[C:4]([CH3:11])[CH:5]=1. The yield is 0.819. (9) The catalyst is C(O)(=O)C. The product is [Cl:1][CH2:2][C:3]1[N:11]([C:12]2[CH:17]=[CH:16][CH:15]=[CH:14][C:13]=2[CH3:18])[C:9](=[O:10])[C:8]2[C:7](=[CH:22][CH:21]=[CH:20][C:19]=2[CH3:23])[N:6]=1. The yield is 0.230. The reactants are [Cl:1][CH2:2][C:3](Cl)=O.[NH2:6][C:7]1[CH:22]=[CH:21][CH:20]=[C:19]([CH3:23])[C:8]=1[C:9]([NH:11][C:12]1[CH:17]=[CH:16][CH:15]=[CH:14][C:13]=1[CH3:18])=[O:10].